From a dataset of Full USPTO retrosynthesis dataset with 1.9M reactions from patents (1976-2016). Predict the reactants needed to synthesize the given product. (1) The reactants are: [Br:1][C:2]1[CH:12]=[CH:11][C:5]([O:6][CH2:7][C:8]([NH2:10])=[O:9])=[C:4]([C:13]#[N:14])[CH:3]=1.N1CCC[CH2:17][CH2:16]1.[NH2:21][CH:22]1[CH2:30][C:29]2[C:24](=[CH:25][CH:26]=[CH:27][CH:28]=2)[CH2:23]1. Given the product [Br:1][C:2]1[CH:12]=[CH:11][C:5]2[O:6][C:7]3[C:8](=[O:9])[NH:10][C:16]([CH2:17][NH:21][CH:22]4[CH2:30][C:29]5[C:24](=[CH:25][CH:26]=[CH:27][CH:28]=5)[CH2:23]4)=[N:14][C:13]=3[C:4]=2[CH:3]=1, predict the reactants needed to synthesize it. (2) Given the product [CH2:11]([N:18]1[CH:7]2[CH2:6][CH2:26][CH:19]1[CH2:20][C:4](=[O:5])[CH2:8]2)[C:12]1[CH:17]=[CH:16][CH:15]=[CH:14][CH:13]=1, predict the reactants needed to synthesize it. The reactants are: Cl.CO[CH:4]1[CH2:8][CH2:7][CH:6](OC)[O:5]1.[CH2:11]([NH2:18])[C:12]1[CH:17]=[CH:16][CH:15]=[CH:14][CH:13]=1.[CH2:19]([C:26](O)=O)[C:20](CC(O)=O)=O.P([O-])([O-])(O)=O.[Na+].[Na+].[OH-].[Na+]. (3) Given the product [F:10][C:9]1[CH:8]=[CH:7][C:4]([CH:5]=[O:6])=[CH:3][C:2]=1[C:16]1[O:17][CH:18]=[CH:19][CH:20]=1, predict the reactants needed to synthesize it. The reactants are: Br[C:2]1[CH:3]=[C:4]([CH:7]=[CH:8][C:9]=1[F:10])[CH:5]=[O:6].C([Sn](CCCC)(CCCC)[C:16]1[O:17][CH:18]=[CH:19][CH:20]=1)CCC.C(OC(OC(C)(C)C)=O)(OC(C)(C)C)=O. (4) The reactants are: [CH:1]1([C@:4]2([C:11]#[N:12])[CH2:8][C@@H:7]([CH3:9])[NH:6][C:5]2=[O:10])[CH2:3][CH2:2]1.[H-].[Na+].[Br:15][C:16]1[CH:21]=[C:20](F)[CH:19]=[CH:18][N:17]=1.O. Given the product [Br:15][C:16]1[CH:21]=[C:20]([N:6]2[C@H:7]([CH3:9])[CH2:8][C@:4]([CH:1]3[CH2:2][CH2:3]3)([C:11]#[N:12])[C:5]2=[O:10])[CH:19]=[CH:18][N:17]=1, predict the reactants needed to synthesize it. (5) Given the product [Cl:1][C:2]1[CH:3]=[C:4]([N:9]([CH3:25])[C:10]([C:12]2[S:16][C:15]3=[N:17][N:18]=[C:26]([CH3:27])[N:14]3[C:13]=2[C:19]2[CH:24]=[CH:23][CH:22]=[CH:21][CH:20]=2)=[O:11])[CH:5]=[CH:6][C:7]=1[CH3:8], predict the reactants needed to synthesize it. The reactants are: [Cl:1][C:2]1[CH:3]=[C:4]([N:9]([CH3:25])[C:10]([C:12]2[S:16][C:15]([NH:17][NH2:18])=[N:14][C:13]=2[C:19]2[CH:24]=[CH:23][CH:22]=[CH:21][CH:20]=2)=[O:11])[CH:5]=[CH:6][C:7]=1[CH3:8].[CH3:26][C:27](C)(C)C([O-])([O-])[O-]. (6) Given the product [C:7]([N:1]1[CH2:6][CH2:5][O:4][CH2:3][CH2:2]1)(=[O:9])[CH3:8], predict the reactants needed to synthesize it. The reactants are: [NH:1]1[CH2:6][CH2:5][O:4][CH2:3][CH2:2]1.[C:7](OC(=O)C)(=[O:9])[CH3:8]. (7) Given the product [CH:1]1([C:7]2[CH:20]=[CH:19][C:10]([O:11][CH2:12][C@H:13]3[O:17][C:16]4=[N:18][C:24](=[O:23])[CH:25]=[C:26]([CH2:27][F:28])[N:15]4[CH2:14]3)=[CH:9][CH:8]=2)[CH2:2][CH2:3][CH2:4][CH2:5][CH2:6]1, predict the reactants needed to synthesize it. The reactants are: [CH:1]1([C:7]2[CH:20]=[CH:19][C:10]([O:11][CH2:12][C@H:13]3[O:17][C:16]([NH2:18])=[N:15][CH2:14]3)=[CH:9][CH:8]=2)[CH2:6][CH2:5][CH2:4][CH2:3][CH2:2]1.C([O:23][C:24](=O)[C:25]#[C:26][CH2:27][F:28])C.